From a dataset of Reaction yield outcomes from USPTO patents with 853,638 reactions. Predict the reaction yield, written as a fraction of the theoretical maximum amount of product (1.0 means a 100% yield; for example, 0.34 means a 34% yield). (1) The reactants are Br[C:2]1[C:10]2[C:5](=[CH:6][CH:7]=[C:8]([C:11]#[N:12])[CH:9]=2)[N:4]([CH:13]2[CH2:18][CH2:17][CH2:16][CH2:15][O:14]2)[N:3]=1.[Cl:19][C:20]1[CH:25]=[CH:24][C:23](B(O)O)=[CH:22][CH:21]=1.ClCCl.P([O-])([O-])([O-])=O.[K+].[K+].[K+]. The yield is 0.800. The product is [Cl:19][C:20]1[CH:25]=[CH:24][C:23]([C:2]2[C:10]3[C:5](=[CH:6][CH:7]=[C:8]([C:11]#[N:12])[CH:9]=3)[N:4]([CH:13]3[CH2:18][CH2:17][CH2:16][CH2:15][O:14]3)[N:3]=2)=[CH:22][CH:21]=1. The catalyst is COCCOC.C1(P(C2C=CC=CC=2)[C-]2C=CC=C2)C=CC=CC=1.[C-]1(P(C2C=CC=CC=2)C2C=CC=CC=2)C=CC=C1.[Fe+2]. (2) The reactants are Cl.[CH2:2]1[C:6]2([CH2:10][CH2:9][NH:8][CH2:7]2)[CH2:5][CH2:4][O:3]1.C(N(CC)CC)C.[CH3:18][C:19]1[CH:26]=[C:25]([O:27][CH:28]2[CH2:31][N:30]([C:32]([C:34]3[O:35][C:36]([C:39]4[CH:44]=[CH:43][CH:42]=[CH:41][CH:40]=4)=[N:37][N:38]=3)=[O:33])[CH2:29]2)[CH:24]=[CH:23][C:20]=1[CH:21]=O.[Na].C([O-])(O)=O.[Na+]. The catalyst is ClCCl. The product is [CH2:2]1[C:6]2([CH2:10][CH2:9][N:8]([CH2:21][C:20]3[CH:23]=[CH:24][C:25]([O:27][CH:28]4[CH2:31][N:30]([C:32]([C:34]5[O:35][C:36]([C:39]6[CH:44]=[CH:43][CH:42]=[CH:41][CH:40]=6)=[N:37][N:38]=5)=[O:33])[CH2:29]4)=[CH:26][C:19]=3[CH3:18])[CH2:7]2)[CH2:5][CH2:4][O:3]1. The yield is 0.500. (3) The reactants are [Cl:1][C:2]1[CH:7]=[CH:6][C:5]([O:8][C:9]([N:11]2[C:20]3[C:15](=[CH:16][C:17]([OH:21])=[CH:18][CH:19]=3)[CH2:14][CH2:13][CH2:12]2)=[O:10])=[CH:4][CH:3]=1.CN(C=O)C.[Br:27][CH:28]=[CH:29][CH2:30][CH2:31]Br.Cl. The catalyst is CCOC(C)=O.O. The product is [Cl:1][C:2]1[CH:7]=[CH:6][C:5]([O:8][C:9]([N:11]2[C:20]3[C:15](=[CH:16][C:17]([O:21][CH2:31][CH:30]=[CH:29][CH2:28][Br:27])=[CH:18][CH:19]=3)[CH2:14][CH2:13][CH2:12]2)=[O:10])=[CH:4][CH:3]=1. The yield is 0.460.